From a dataset of Full USPTO retrosynthesis dataset with 1.9M reactions from patents (1976-2016). Predict the reactants needed to synthesize the given product. (1) Given the product [OH:4][C:5]1[CH:6]=[C:7]([C:11]2[N:20]=[C:19]([NH:21][C:22]3[CH:23]=[C:24]4[C:28](=[CH:29][CH:30]=3)[N:27]([C:31]([O:33][C:34]([CH3:37])([CH3:36])[CH3:35])=[O:32])[N:26]=[CH:25]4)[C:18]3[C:13](=[CH:14][CH:15]=[CH:16][CH:17]=3)[N:12]=2)[CH:8]=[CH:9][CH:10]=1, predict the reactants needed to synthesize it. The reactants are: C([O:4][C:5]1[CH:6]=[C:7]([C:11]2[N:20]=[C:19]([NH:21][C:22]3[CH:23]=[C:24]4[C:28](=[CH:29][CH:30]=3)[N:27]([C:31]([O:33][C:34]([CH3:37])([CH3:36])[CH3:35])=[O:32])[N:26]=[CH:25]4)[C:18]3[C:13](=[CH:14][CH:15]=[CH:16][CH:17]=3)[N:12]=2)[CH:8]=[CH:9][CH:10]=1)(=O)C.[NH4+].[OH-]. (2) Given the product [Br:1][C:2]1[C:3]([C:13]2[CH:18]=[CH:17][CH:16]=[CH:15][CH:14]=2)=[CH:4][C:5]2[N:10]([CH2:20][C:21]#[N:22])[C:9](=[O:11])[CH2:8][O:7][C:6]=2[N:12]=1, predict the reactants needed to synthesize it. The reactants are: [Br:1][C:2]1[C:3]([C:13]2[CH:18]=[CH:17][CH:16]=[CH:15][CH:14]=2)=[CH:4][C:5]2[NH:10][C:9](=[O:11])[CH2:8][O:7][C:6]=2[N:12]=1.Br[CH2:20][C:21]#[N:22].C(=O)([O-])[O-].[K+].[K+]. (3) Given the product [CH2:13]([C:3]1[N:2]([NH:1][C:33]([C:45]23[CH2:44][CH:48]4[CH2:47][CH:16]([CH2:17][CH:50]([CH2:49]4)[O:46]2)[CH2:15]3)=[O:35])[C:11](=[O:12])[C:10]2[C:5](=[CH:6][CH:7]=[CH:8][CH:9]=2)[N:4]=1)[CH3:14], predict the reactants needed to synthesize it. The reactants are: [NH2:1][N:2]1[C:11](=[O:12])[C:10]2[C:5](=[CH:6][CH:7]=[CH:8][CH:9]=2)[N:4]=[C:3]1[CH2:13][CH3:14].[CH3:15][CH2:16][CH2:17]P1(OP(CCC)(=O)OP(CCC)(=O)O1)=O.[C:33](OCC)(=[O:35])C.C(N([CH2:44][CH3:45])CC)C.[O:46]1[CH2:50][CH2:49][CH2:48][CH2:47]1. (4) Given the product [CH2:28]([O:27][C:20]1[CH:19]=[CH:18][C:17]([N:16]2[CH2:14][CH2:13][O:12][CH2:11][CH2:10]2)=[CH:26][C:21]=1[C:22]([O:24][CH3:25])=[O:23])[C:29]1[CH:34]=[CH:33][CH:32]=[CH:31][CH:30]=1, predict the reactants needed to synthesize it. The reactants are: C(=O)([O-])[O-].[K+].[K+].[I-].[K+].Cl[CH2:10][CH2:11][O:12][CH2:13][CH2:14]Cl.[NH2:16][C:17]1[CH:18]=[CH:19][C:20]([O:27][CH2:28][C:29]2[CH:34]=[CH:33][CH:32]=[CH:31][CH:30]=2)=[C:21]([CH:26]=1)[C:22]([O:24][CH3:25])=[O:23]. (5) Given the product [CH2:1]([O:3][C:4](=[O:25])[CH2:5][CH2:6][CH2:7][CH2:8][CH2:9][CH:10]([C:11]([OH:13])=[O:12])[C:18]([OH:20])=[O:19])[CH3:2], predict the reactants needed to synthesize it. The reactants are: [CH2:1]([O:3][C:4](=[O:25])[CH2:5][CH2:6][CH2:7][CH2:8][CH2:9][CH:10]([C:18]([O:20]C(C)(C)C)=[O:19])[C:11]([O:13]C(C)(C)C)=[O:12])[CH3:2].C(O)(C(F)(F)F)=O.